This data is from Full USPTO retrosynthesis dataset with 1.9M reactions from patents (1976-2016). The task is: Predict the reactants needed to synthesize the given product. (1) Given the product [CH3:1][C:2]1[N:7]=[C:6]([CH2:8][C:9]([C:11]2[CH:16]=[CH:15][N:14]=[C:13]([C:17]3[CH:22]=[CH:21][C:20]([CH2:23][N:26]([CH3:27])[CH3:25])=[CH:19][CH:18]=3)[CH:12]=2)=[O:10])[CH:5]=[CH:4][CH:3]=1, predict the reactants needed to synthesize it. The reactants are: [CH3:1][C:2]1[N:7]=[C:6]([CH2:8][C:9]([C:11]2[CH:16]=[CH:15][N:14]=[C:13]([C:17]3[CH:22]=[CH:21][C:20]([CH:23]=O)=[CH:19][CH:18]=3)[CH:12]=2)=[O:10])[CH:5]=[CH:4][CH:3]=1.[CH3:25][NH:26][CH3:27]. (2) Given the product [CH3:21][C:20]([CH3:22])=[CH:19][CH2:18][C:11]1[C:10](=[O:12])[C:9]2[CH:8]=[CH:7][CH:6]=[CH:5][C:4]=2[C:3](=[O:13])[C:2]=1[OH:1], predict the reactants needed to synthesize it. The reactants are: [OH:1][C:2]1[C:3](=[O:13])[C:4]2[C:9]([C:10](=[O:12])[CH:11]=1)=[CH:8][CH:7]=[CH:6][CH:5]=2.[H-].[Li+].[H][H].[CH2:18](Br)[CH:19]=[C:20]([CH3:22])[CH3:21].[Li+].[I-].Cl. (3) Given the product [C:14]([C:18]1[C:19]2[O:24][C:7]3([OH:8])[C:5]4[C:4]([C:10](=[O:11])[C:9]3([OH:13])[C:20]=2[CH:21]=[CH:22][CH:23]=1)=[CH:3][CH:2]=[CH:1][CH:6]=4)([CH3:17])([CH3:15])[CH3:16], predict the reactants needed to synthesize it. The reactants are: [CH:1]1[CH:6]=[C:5]2[C:7]([C:9]([OH:13])(O)[C:10](=[O:11])[C:4]2=[CH:3][CH:2]=1)=[O:8].[C:14]([C:18]1[CH:23]=[CH:22][CH:21]=[CH:20][C:19]=1[OH:24])([CH3:17])([CH3:16])[CH3:15].